Predict the reactants needed to synthesize the given product. From a dataset of Full USPTO retrosynthesis dataset with 1.9M reactions from patents (1976-2016). (1) The reactants are: C([C:3]1[CH:4]=[C:5]2[C:10](=[CH:11][CH:12]=1)[N:9]=[CH:8][C:7]([C:13]#[N:14])=[C:6]2[O:15][CH:16]1[CH2:21][CH2:20][O:19][CH2:18][CH2:17]1)=O.COC1C=CC(/[CH:36]=[C:37]2/[C:38]([NH:40][C:41]([S:43]/2)=[NH:42])=[O:39])=CC=1OC1CCCC1.C([O-])(=O)C.[Na+]. Given the product [NH2:42][C:41]1[S:43]/[C:37](=[CH:36]\[C:3]2[CH:4]=[C:5]3[C:10](=[CH:11][CH:12]=2)[N:9]=[CH:8][C:7]([C:13]#[N:14])=[C:6]3[O:15][CH:16]2[CH2:21][CH2:20][O:19][CH2:18][CH2:17]2)/[C:38](=[O:39])[N:40]=1, predict the reactants needed to synthesize it. (2) Given the product [CH3:18][N:19]1[CH:23]=[C:22]([NH:24][C:2]2[N:7]=[C:6]([NH:8][CH:9]3[CH:13]4[O:14][CH2:15][CH:16]([OH:17])[CH:12]4[O:11][CH2:10]3)[CH:5]=[CH:4][N:3]=2)[CH:21]=[N:20]1, predict the reactants needed to synthesize it. The reactants are: Cl[C:2]1[N:7]=[C:6]([NH:8][CH:9]2[CH:13]3[O:14][CH2:15][CH:16]([OH:17])[CH:12]3[O:11][CH2:10]2)[CH:5]=[CH:4][N:3]=1.[CH3:18][N:19]1[CH:23]=[C:22]([NH2:24])[CH:21]=[N:20]1.CCN(C(C)C)C(C)C. (3) Given the product [F:1][C:2]1[CH:3]=[CH:4][C:5]([CH3:30])=[C:6]([S:8]([N:11]([CH3:29])[N:12]=[CH:13][C:14]2[N:18]3[CH:19]=[C:20]([C:23]4[CH:24]=[N+:25]([O-:36])[CH:26]=[CH:27][CH:28]=4)[CH:21]=[CH:22][C:17]3=[N:16][CH:15]=2)(=[O:9])=[O:10])[CH:7]=1, predict the reactants needed to synthesize it. The reactants are: [F:1][C:2]1[CH:3]=[CH:4][C:5]([CH3:30])=[C:6]([S:8]([N:11]([CH3:29])[N:12]=[CH:13][C:14]2[N:18]3[CH:19]=[C:20]([C:23]4[CH:24]=[N:25][CH:26]=[CH:27][CH:28]=4)[CH:21]=[CH:22][C:17]3=[N:16][CH:15]=2)(=[O:10])=[O:9])[CH:7]=1.ClC1C=C(C=CC=1)C(OO)=[O:36].O. (4) Given the product [CH3:1][C:2]([C@@H:4]1[C:9]([CH3:11])([CH3:10])[CH2:8][CH:7]=[CH:6][C@H:5]1[CH3:12])=[O:3].[CH3:1][C:2]([CH:4]1[C:9]([CH3:11])([CH3:10])[CH2:8][CH:7]=[CH:6][CH:5]1[CH3:12])=[O:3], predict the reactants needed to synthesize it. The reactants are: [CH3:1][C:2]([CH:4]1[C:9]([CH3:11])([CH3:10])[CH2:8][CH:7]=[CH:6][CH:5]1[CH3:12])=[O:3].CC(C)([O-])C.[K+]. (5) Given the product [NH2:1][CH2:2][CH2:3][C:4]1[CH:9]=[CH:8][C:7]([C:10]2[C:11]3[C:12]4[CH:25]=[CH:24][S:23][C:13]=4[CH:14]=[N:15][C:16]=3[CH:17]=[CH:18][C:19]=2[OH:20])=[CH:6][C:5]=1[F:26], predict the reactants needed to synthesize it. The reactants are: [NH2:1][CH2:2][CH2:3][C:4]1[CH:9]=[CH:8][C:7]([C:10]2[C:11]3[C:12]4[CH:25]=[CH:24][S:23][C:13]=4[C:14](=O)[NH:15][C:16]=3[CH:17]=[CH:18][C:19]=2[O:20]C)=[CH:6][C:5]=1[F:26].BrB(Br)Br.